Task: Predict the reaction yield, written as a fraction of the theoretical maximum amount of product (1.0 means a 100% yield; for example, 0.34 means a 34% yield).. Dataset: Reaction yield outcomes from USPTO patents with 853,638 reactions (1) The catalyst is C1N2CCN(CC2)C1. The product is [OH:19][CH2:3][C:1]1[O:10][N:8]=[C:11]([C:12]([O:14][CH2:15][CH3:16])=[O:13])[CH:2]=1. The reactants are [C:1]([CH:3]1CCCC1)#[CH:2].[N+:8]([CH2:11][C:12]([O:14][CH2:15][CH3:16])=[O:13])([O-:10])=O.C([OH:19])C. The yield is 0.960. (2) The yield is 0.980. The product is [F:11][C:2]([F:1])([F:12])[C:3]1[CH:4]=[CH:5][N:6]=[CH:7][C:8]=1[CH2:9][NH2:10]. The catalyst is [Ni].C(O)C. The reactants are [F:1][C:2]([F:12])([F:11])[C:3]1[C:8]([C:9]#[N:10])=[CH:7][N:6]=[CH:5][CH:4]=1.N. (3) The reactants are [Cl:1][C:2]1[CH:7]=[CH:6][C:5]([NH:8][C:9]2[O:10][CH2:11][C:12](=[O:19])[C:13]=2[C:14]([O:16][CH2:17][CH3:18])=[O:15])=[CH:4][CH:3]=1.[NH:20]1[C:28]2[C:23](=[CH:24][CH:25]=[CH:26][N:27]=2)[C:22]([CH:29]=O)=[CH:21]1.N1CCCCC1. The catalyst is C(O)C. The product is [NH:20]1[C:28]2=[N:27][CH:26]=[CH:25][CH:24]=[C:23]2[C:22]([CH:29]=[C:11]2[O:10][C:9]([NH:8][C:5]3[CH:4]=[CH:3][C:2]([Cl:1])=[CH:7][CH:6]=3)=[C:13]([C:14]([O:16][CH2:17][CH3:18])=[O:15])[C:12]2=[O:19])=[CH:21]1. The yield is 0.230. (4) The reactants are [CH:1]([NH:4][C:5]1[C:10]2[C:11]([C:14]3[CH:15]=[C:16]([CH:22]=[CH:23][N:24]=3)[C:17]([N:19]([CH3:21])[CH3:20])=[O:18])=[N:12][NH:13][C:9]=2[CH:8]=[CH:7][N:6]=1)([CH3:3])[CH3:2].C(NC1C2C(C3C=C(C=CN=3)C(O)=O)=NN(CC3C=C[C:42]([O:45][CH3:46])=CC=3)C=2C=CN=1)(C)C.N1CCOCC1. No catalyst specified. The product is [CH:1]([NH:4][C:5]1[C:10]2[C:11]([C:14]3[CH:15]=[C:16]([C:17]([N:19]4[CH2:20][CH2:46][O:45][CH2:42][CH2:21]4)=[O:18])[CH:22]=[CH:23][N:24]=3)=[N:12][NH:13][C:9]=2[CH:8]=[CH:7][N:6]=1)([CH3:3])[CH3:2]. The yield is 0.160. (5) The reactants are [Li]CCCC.Br[C:7]1[C:15]([C:16]2[CH:21]=[CH:20][C:19]([F:22])=[CH:18][CH:17]=2)=[CH:14][C:10]2[O:11][CH2:12][O:13][C:9]=2[CH:8]=1.C[O:24][B:25](OC)[O:26]C.[OH-].[Na+]. The catalyst is C1COCC1. The product is [F:22][C:19]1[CH:20]=[CH:21][C:16]([C:15]2[C:7]([B:25]([OH:26])[OH:24])=[CH:8][C:9]3[O:13][CH2:12][O:11][C:10]=3[CH:14]=2)=[CH:17][CH:18]=1. The yield is 0.500. (6) The product is [CH3:1][C@H:2]1[N:7]2[C:8]3[CH:9]=[C:10]([C:15]([F:17])([F:16])[F:18])[CH:11]=[CH:12][C:13]=3[CH:14]=[C:6]2[CH2:5][NH:4][CH2:3]1. The catalyst is C(OCC)C. The yield is 0.970. The reactants are [CH3:1][C@H:2]1[N:7]2[C:8]3[CH:9]=[C:10]([C:15]([F:18])([F:17])[F:16])[CH:11]=[CH:12][C:13]=3[CH:14]=[C:6]2[C:5](=O)[NH:4][CH2:3]1.[H-].[Al+3].[Li+].[H-].[H-].[H-].O.[OH-].[Na+]. (7) The reactants are [Cl:1][C:2]1[C:8]([C:9]([F:12])([F:11])[F:10])=[CH:7][C:5]([NH2:6])=[CH:4][CH:3]=1.[C:13](N1C=CN=C1)(N1C=CN=C1)=[O:14].[NH2:25][C:26]1[CH:41]=[CH:40][C:29]([O:30][C:31]2[CH:36]=[CH:35][N:34]=[C:33]([C:37]([NH2:39])=[O:38])[CH:32]=2)=[CH:28][CH:27]=1.CCOC(C)=O. The catalyst is ClC(Cl)C.C1COCC1. The product is [Cl:1][C:2]1[CH:3]=[CH:4][C:5]([NH:6][C:13]([NH:25][C:26]2[CH:41]=[CH:40][C:29]([O:30][C:31]3[CH:36]=[CH:35][N:34]=[C:33]([C:37](=[O:38])[NH2:39])[CH:32]=3)=[CH:28][CH:27]=2)=[O:14])=[CH:7][C:8]=1[C:9]([F:10])([F:11])[F:12]. The yield is 0.820. (8) The reactants are Cl[C:2]1[CH:7]=[CH:6][N:5]=[C:4]([NH:8][C:9]2[CH:16]=[CH:15][C:12]([C:13]#[N:14])=[CH:11][CH:10]=2)[N:3]=1.[I:17][C:18]1[CH:23]=[C:22]([CH3:24])[C:21]([OH:25])=[C:20]([CH3:26])[CH:19]=1.C(=O)([O-])[O-].[Cs+].[Cs+]. The catalyst is CN(C=O)C.CCOC(C)=O.CCCCCC. The product is [I:17][C:18]1[CH:23]=[C:22]([CH3:24])[C:21]([O:25][C:2]2[CH:7]=[CH:6][N:5]=[C:4]([NH:8][C:9]3[CH:16]=[CH:15][C:12]([C:13]#[N:14])=[CH:11][CH:10]=3)[N:3]=2)=[C:20]([CH3:26])[CH:19]=1. The yield is 0.850. (9) The reactants are Cl.[NH2:2][CH2:3][C:4]([O:6][CH2:7][C:8]1[CH:13]=[CH:12][CH:11]=[CH:10][CH:9]=1)=[O:5].CCN(C(C)C)C(C)C.[C:23]([O:27][C:28]([NH:30][C@@H:31]([CH2:42][CH2:43][C:44](=[O:56])SC1C=CC(C(F)(F)F)=CC=1)[C:32]([O:34][CH2:35][C:36]1[CH:41]=[CH:40][CH:39]=[CH:38][CH:37]=1)=[O:33])=[O:29])([CH3:26])([CH3:25])[CH3:24]. The catalyst is CN(C=O)C.O. The product is [CH2:7]([O:6][C:4](=[O:5])[CH2:3][NH:2][C:44](=[O:56])[CH2:43][CH2:42][C@H:31]([NH:30][C:28]([O:27][C:23]([CH3:25])([CH3:24])[CH3:26])=[O:29])[C:32]([O:34][CH2:35][C:36]1[CH:37]=[CH:38][CH:39]=[CH:40][CH:41]=1)=[O:33])[C:8]1[CH:13]=[CH:12][CH:11]=[CH:10][CH:9]=1. The yield is 0.900. (10) The product is [Br:24][CH:11]([C:1]([C:2]1[CH:7]=[CH:6][C:5]([O:8][CH3:9])=[CH:4][CH:3]=1)=[O:10])[C:12]([O:14][CH2:15][CH3:16])=[O:13]. The catalyst is C(O)C. The reactants are [C:1]([CH2:11][C:12]([O:14][CH2:15][CH3:16])=[O:13])(=[O:10])[C:2]1[CH:7]=[CH:6][C:5]([O:8][CH3:9])=[CH:4][CH:3]=1.C(N(CC)CC)C.[BrH:24].[NH+]1C=CC=CC=1.CCOC(C)=O. The yield is 0.890.